From a dataset of Forward reaction prediction with 1.9M reactions from USPTO patents (1976-2016). Predict the product of the given reaction. (1) Given the reactants [H-].[Na+].[C:3]([O:7][C:8]([N:10]1[CH2:15][CH:14]2[CH2:16][CH:11]1[CH2:12][CH:13]2[OH:17])=[O:9])([CH3:6])([CH3:5])[CH3:4].Cl[C:19]1[N:20]=[C:21]([N:34]2[CH:39]3[CH2:40][CH2:41][CH:35]2[CH2:36][O:37][CH2:38]3)[C:22]2[C:27]([C:28]3[CH:33]=[CH:32][CH:31]=[CH:30][CH:29]=3)=[CH:26][S:25][C:23]=2[N:24]=1.CO, predict the reaction product. The product is: [C:3]([O:7][C:8]([N:10]1[CH2:15][CH:14]2[CH2:16][CH:11]1[CH2:12][CH:13]2[O:17][C:19]1[N:20]=[C:21]([N:34]2[CH:35]3[CH2:41][CH2:40][CH:39]2[CH2:38][O:37][CH2:36]3)[C:22]2[C:27]([C:28]3[CH:29]=[CH:30][CH:31]=[CH:32][CH:33]=3)=[CH:26][S:25][C:23]=2[N:24]=1)=[O:9])([CH3:6])([CH3:4])[CH3:5]. (2) Given the reactants C(N(CCCN(CC1C=CC=CC=1)C(OCC1SC=NC=1)=O)C(=O)OCC1SC=NC=1)C1C=CC=CC=1.[H-].[Na+].BrCC(OCC)=O.C(OC(C[N:53]([C:73]([O:75][CH2:76][C:77]1[S:81][CH:80]=[N:79][CH:78]=1)=[O:74])[CH2:54][CH2:55][CH2:56][N:57]([C:64]([O:66][CH2:67][C:68]1[S:72][CH:71]=[N:70][CH:69]=1)=[O:65])[CH2:58][C:59]([O:61][CH2:62][CH3:63])=[O:60])=O)C, predict the reaction product. The product is: [S:72]1[C:68]([CH2:67][O:66][C:64]([N:57]([CH2:56][CH2:55][CH2:54][NH:53][C:73]([O:75][CH2:76][C:77]2[S:81][CH:80]=[N:79][CH:78]=2)=[O:74])[CH2:58][C:59]([O:61][CH2:62][CH3:63])=[O:60])=[O:65])=[CH:69][N:70]=[CH:71]1.